Dataset: Reaction yield outcomes from USPTO patents with 853,638 reactions. Task: Predict the reaction yield, written as a fraction of the theoretical maximum amount of product (1.0 means a 100% yield; for example, 0.34 means a 34% yield). (1) The reactants are [Cl:1][C:2]1[CH:7]=[C:6]([F:8])[C:5]([CH2:9][OH:10])=[CH:4][C:3]=1[S:11]([NH2:14])(=[O:13])=[O:12]. The catalyst is CC(C)=O.O=[Mn]=O. The product is [Cl:1][C:2]1[CH:7]=[C:6]([F:8])[C:5]([CH:9]=[O:10])=[CH:4][C:3]=1[S:11]([NH2:14])(=[O:12])=[O:13]. The yield is 0.600. (2) The reactants are [H-].[Na+].O1CCCC1.[OH:8][CH2:9][CH2:10][CH2:11][N:12]1[CH2:17][CH2:16][O:15][CH2:14][CH2:13]1.[CH2:18]([Sn:22]([CH2:29][CH2:30][CH2:31][CH3:32])([CH2:25][CH2:26][CH2:27][CH3:28])[CH2:23]I)[CH2:19][CH2:20][CH3:21]. The catalyst is C(OCC)(=O)C. The product is [CH2:18]([Sn:22]([CH2:23][O:8][CH2:9][CH2:10][CH2:11][N:12]1[CH2:17][CH2:16][O:15][CH2:14][CH2:13]1)([CH2:25][CH2:26][CH2:27][CH3:28])[CH2:29][CH2:30][CH2:31][CH3:32])[CH2:19][CH2:20][CH3:21]. The yield is 1.00. (3) The reactants are [NH2:1][C:2]1[CH:12]=[CH:11][C:5]([C:6]([O:8][CH2:9][CH3:10])=[O:7])=[CH:4][CH:3]=1.C(N(CC)CC)C.FC(F)(F)S(O[Si:26]([CH3:29])([CH3:28])[CH3:27])(=O)=O. The catalyst is C1(C)C=CC=CC=1. The product is [CH3:27][Si:26]([N:1]([Si:26]([CH3:29])([CH3:28])[CH3:27])[C:2]1[CH:3]=[CH:4][C:5]([C:6]([O:8][CH2:9][CH3:10])=[O:7])=[CH:11][CH:12]=1)([CH3:29])[CH3:28]. The yield is 0.930. (4) The reactants are [Cl:1][C:2]1[CH:3]=[CH:4][C:5]([N+:9]([O-:11])=[O:10])=[C:6]([CH:8]=1)[NH2:7].[N:12]([O-])=O.[Na+].Cl[Sn]Cl. The catalyst is O.Cl. The product is [Cl:1][C:2]1[CH:3]=[CH:4][C:5]([N+:9]([O-:11])=[O:10])=[C:6]([NH:7][NH2:12])[CH:8]=1. The yield is 0.450. (5) The reactants are C(N(CC)C(C)C)(C)C.[CH:10]1([N:13]2[CH:17]=[C:16]([C:18]3[CH:27]=[C:26]4[C:21]([NH:22][C@@H:23]([CH3:36])[CH2:24][N:25]4[C:28]([O:30][CH:31]4[CH2:35][CH2:34][CH2:33][CH2:32]4)=[O:29])=[CH:20][CH:19]=3)[CH:15]=[N:14]2)[CH2:12][CH2:11]1.Cl[C:38]([O:40][CH3:41])=[O:39]. The catalyst is ClCCCl. The product is [CH:10]1([N:13]2[CH:17]=[C:16]([C:18]3[CH:27]=[C:26]4[C:21](=[CH:20][CH:19]=3)[N:22]([C:38]([O:40][CH3:41])=[O:39])[C@@H:23]([CH3:36])[CH2:24][N:25]4[C:28]([O:30][CH:31]3[CH2:32][CH2:33][CH2:34][CH2:35]3)=[O:29])[CH:15]=[N:14]2)[CH2:12][CH2:11]1. The yield is 0.790. (6) The reactants are C1(S(O[C@H:11]2[CH2:15][C@@H:14]([C:16](=[O:23])[NH:17][C:18]3([C:21]#[N:22])[CH2:20][CH2:19]3)[N:13]([C:24]([C:26]3([C:29]4[CH:34]=[CH:33][C:32]([Cl:35])=[CH:31][CH:30]=4)[CH2:28][CH2:27]3)=[O:25])[CH2:12]2)(=O)=O)C=CC=CC=1.C(=O)([O-])[O-].[K+].[K+].O1CCCC1.[C:47]1([SH:53])[CH:52]=[CH:51][CH:50]=[CH:49][CH:48]=1. The catalyst is CC(N(C)C)=O.O. The product is [Cl:35][C:32]1[CH:31]=[CH:30][C:29]([C:26]2([C:24]([N:13]3[CH2:12][C@H:11]([S:53][C:47]4[CH:52]=[CH:51][CH:50]=[CH:49][CH:48]=4)[CH2:15][C@H:14]3[C:16]([NH:17][C:18]3([C:21]#[N:22])[CH2:20][CH2:19]3)=[O:23])=[O:25])[CH2:28][CH2:27]2)=[CH:34][CH:33]=1. The yield is 0.890.